From a dataset of Reaction yield outcomes from USPTO patents with 853,638 reactions. Predict the reaction yield, written as a fraction of the theoretical maximum amount of product (1.0 means a 100% yield; for example, 0.34 means a 34% yield). (1) The reactants are [CH:1]1[C:9]2[C:8]3[CH:10]=[CH:11][CH:12]=[CH:13][C:7]=3[O:6][C:5]=2[C:4](B(O)O)=[CH:3][CH:2]=1.Br[C:18]1[CH:23]=[CH:22][C:21]([Si:24]([CH3:27])([CH3:26])[CH3:25])=[CH:20][CH:19]=1.C([O-])([O-])=O.[K+].[K+]. The catalyst is C1(C)C=CC=CC=1.C(O)C.O.C1C=CC([P]([Pd]([P](C2C=CC=CC=2)(C2C=CC=CC=2)C2C=CC=CC=2)([P](C2C=CC=CC=2)(C2C=CC=CC=2)C2C=CC=CC=2)[P](C2C=CC=CC=2)(C2C=CC=CC=2)C2C=CC=CC=2)(C2C=CC=CC=2)C2C=CC=CC=2)=CC=1. The product is [CH:1]1[C:9]2[C:8]3[CH:10]=[CH:11][CH:12]=[CH:13][C:7]=3[O:6][C:5]=2[C:4]([C:18]2[CH:23]=[CH:22][C:21]([Si:24]([CH3:27])([CH3:26])[CH3:25])=[CH:20][CH:19]=2)=[CH:3][CH:2]=1. The yield is 0.960. (2) The reactants are [NH2:1][C:2]1[CH:10]=[C:6]([C:7]([OH:9])=[O:8])[C:5]([OH:11])=[CH:4][CH:3]=1.[F:12][C:13]1[C:18]([CH2:19]Br)=[C:17]([F:21])[C:16]([F:22])=[C:15]([F:23])[C:14]=1[F:24]. No catalyst specified. The product is [F:12][C:13]1[C:18]([CH2:19][NH:1][C:2]2[CH:10]=[C:6]([C:7]([OH:9])=[O:8])[C:5]([OH:11])=[CH:4][CH:3]=2)=[C:17]([F:21])[C:16]([F:22])=[C:15]([F:23])[C:14]=1[F:24]. The yield is 0.600. (3) The reactants are C[O:2][C:3](=O)[CH:4]([CH:15]1[CH2:20][CH2:19][N:18]([C:21]([O:23][C:24]([CH3:27])([CH3:26])[CH3:25])=[O:22])[CH2:17][CH2:16]1)[CH2:5][C:6]1[CH:11]=[CH:10][CH:9]=[CH:8][C:7]=1[N+:12]([O-])=O.C(O)(=O)C.[H][H]. The catalyst is C(OCC)(=O)C.CO.[Pd]. The product is [O:2]=[C:3]1[CH:4]([CH:15]2[CH2:20][CH2:19][N:18]([C:21]([O:23][C:24]([CH3:27])([CH3:26])[CH3:25])=[O:22])[CH2:17][CH2:16]2)[CH2:5][C:6]2[C:7](=[CH:8][CH:9]=[CH:10][CH:11]=2)[NH:12]1. The yield is 0.470. (4) The reactants are Cl.[CH3:2][O:3][C:4](=[O:14])[C@H:5]([CH2:7][C:8]1[CH:13]=[CH:12][CH:11]=[CH:10][CH:9]=1)[NH2:6].[I:15][C:16]1[CH:23]=[CH:22][C:19]([CH2:20]Cl)=[CH:18][CH:17]=1.CN(C=[O:28])C. The catalyst is C(OCC)(=O)C. The product is [CH3:2][O:3][C:4](=[O:14])[CH:5]([NH:6][C:20](=[O:28])[C:19]1[CH:22]=[CH:23][C:16]([I:15])=[CH:17][CH:18]=1)[CH2:7][C:8]1[CH:13]=[CH:12][CH:11]=[CH:10][CH:9]=1. The yield is 0.630. (5) The reactants are C[Al](C)C.[F:5][C:6]([F:10])([F:9])[CH2:7][NH2:8].C[O:12][C:13](=O)[C:14]1[CH:19]=[CH:18][C:17]([O:20][CH2:21][C:22]2[C:23]([C:28]3[CH:33]=[CH:32][CH:31]=[CH:30][C:29]=3[F:34])=[N:24][O:25][C:26]=2[CH3:27])=[N:16][CH:15]=1.O. The catalyst is O1CCOCC1. The product is [F:34][C:29]1[CH:30]=[CH:31][CH:32]=[CH:33][C:28]=1[C:23]1[C:22]([CH2:21][O:20][C:17]2[CH:18]=[CH:19][C:14]([C:13]([NH:8][CH2:7][C:6]([F:10])([F:9])[F:5])=[O:12])=[CH:15][N:16]=2)=[C:26]([CH3:27])[O:25][N:24]=1. The yield is 0.880. (6) The reactants are Br[C:2]1[CH:14]=[C:13]2[C:5]([C:6]3[C:7](=[O:23])[C:8]4[CH:20]=[CH:19][C:18]([O:21][CH3:22])=[CH:17][C:9]=4[C:10]([CH3:16])([CH3:15])[C:11]=3[NH:12]2)=[CH:4][CH:3]=1.[Cu][C:25]#[N:26]. The catalyst is CN1C(=O)CCC1.C(OCC)(=O)C. The product is [CH3:22][O:21][C:18]1[CH:19]=[CH:20][C:8]2[C:7](=[O:23])[C:6]3[C:5]4[C:13](=[CH:14][C:2]([C:25]#[N:26])=[CH:3][CH:4]=4)[NH:12][C:11]=3[C:10]([CH3:16])([CH3:15])[C:9]=2[CH:17]=1. The yield is 0.730.